Dataset: Forward reaction prediction with 1.9M reactions from USPTO patents (1976-2016). Task: Predict the product of the given reaction. Given the reactants [NH2:1][C:2]1[N:7]=[CH:6][C:5]([C:8]2[S:12][C:11]([C:13]([OH:15])=O)=[CH:10][CH:9]=2)=[CH:4][C:3]=1[C:16]1[NH:20][C:19]2[CH:21]=[C:22]([O:25][CH3:26])[CH:23]=[CH:24][C:18]=2[N:17]=1.[CH3:27][O:28][CH2:29][CH2:30][NH2:31].C1C=CC2N(O)N=NC=2C=1.C(Cl)CCl.CN1CCOCC1, predict the reaction product. The product is: [CH3:27][O:28][CH2:29][CH2:30][NH:31][C:13]([C:11]1[S:12][C:8]([C:5]2[CH:6]=[N:7][C:2]([NH2:1])=[C:3]([C:16]3[NH:20][C:19]4[CH:21]=[C:22]([O:25][CH3:26])[CH:23]=[CH:24][C:18]=4[N:17]=3)[CH:4]=2)=[CH:9][CH:10]=1)=[O:15].